This data is from Kir2.1 potassium channel HTS with 301,493 compounds. The task is: Binary Classification. Given a drug SMILES string, predict its activity (active/inactive) in a high-throughput screening assay against a specified biological target. (1) The drug is S1C(Nc2ccc(OC)cc2)C(=O)N(C1=O)C. The result is 0 (inactive). (2) The drug is Clc1c(CSc2oc(nn2)CCNC(OC(C)(C)C)=O)ccc(Cl)c1. The result is 1 (active). (3) The molecule is Clc1c(O)c(c2oc(=O)c(c(c2c1)C)C)CN(C)C. The result is 0 (inactive). (4) The molecule is S(=O)(=O)(Nc1nc(nc(c1)C)C)c1ccc(NC(NC(=O)C)(C(F)(F)F)C(OCC)=O)cc1. The result is 0 (inactive). (5) The molecule is [O-][N+](=O)c1c(Nc2ccccc2)ccnc1. The result is 0 (inactive). (6) The molecule is O1CCN(CC1)c1c([nH]c(=O)[nH]c1=O)C. The result is 0 (inactive). (7) The compound is O=c1n(nc(c2ccccc2)cc1)Cc1ccccc1. The result is 0 (inactive). (8) The drug is Clc1c(OC(C)C(=O)NNC(=O)C(=O)Nc2ccc(OC)cc2)ccc(Cl)c1. The result is 0 (inactive).